This data is from Reaction yield outcomes from USPTO patents with 853,638 reactions. The task is: Predict the reaction yield, written as a fraction of the theoretical maximum amount of product (1.0 means a 100% yield; for example, 0.34 means a 34% yield). (1) The reactants are [CH3:1][O:2][C:3]1[CH:4]=[C:5]2[C:10](=[CH:11][CH:12]=1)[N:9]=[CH:8][CH:7]=[CH:6]2.[OH:13]O.[OH-].[Na+]. The catalyst is CC(O)=O. The product is [CH3:1][O:2][C:3]1[CH:4]=[C:5]2[C:10](=[CH:11][CH:12]=1)[N+:9]([O-:13])=[CH:8][CH:7]=[CH:6]2. The yield is 0.550. (2) The product is [NH2:5][C:6]1[CH:7]=[CH:8][CH:9]=[C:10]2[C:15]=1[C:14]([F:16])=[C:13]([OH:17])[CH:12]=[CH:11]2. The yield is 0.950. The reactants are FC(F)(F)C([NH:5][C:6]1[C:15]2[C:10](=[CH:11][CH:12]=[C:13]([OH:17])[C:14]=2[F:16])[CH:9]=[CH:8][CH:7]=1)=O. The catalyst is N.CO. (3) The reactants are [CH:1]1([CH2:4][O:5][C:6]2[C:16]([O:17][CH3:18])=[CH:15][CH:14]=[C:13]([C:19]3[CH:20]=[C:21]4[C:25](=[CH:26][CH:27]=3)[C:24](=[O:28])[O:23][CH2:22]4)[C:7]=2[O:8][CH2:9][C:10]([OH:12])=O)[CH2:3][CH2:2]1.CCN=C=[N:33][CH2:34][CH2:35][CH2:36]N(C)C.Cl.C(N(CC)CC)C.C1C=CC2N(O)N=NC=2C=1.C(N)CC. The catalyst is ClCCl.O. The product is [CH:1]1([CH2:4][O:5][C:6]2[C:16]([O:17][CH3:18])=[CH:15][CH:14]=[C:13]([C:19]3[CH:20]=[C:21]4[C:25](=[CH:26][CH:27]=3)[C:24](=[O:28])[O:23][CH2:22]4)[C:7]=2[O:8][CH2:9][C:10]([NH:33][CH2:34][CH2:35][CH3:36])=[O:12])[CH2:2][CH2:3]1. The yield is 0.140. (4) The reactants are [CH3:1][C@H:2]1[NH:7][C@@H:6]([CH3:8])[CH2:5][N:4]([C:9]2[CH:14]=[CH:13][C:12]([NH:15][C:16]3[N:21]=[CH:20][C:19]([CH2:22][CH2:23][C:24]4[CH:25]=[C:26]([CH:31]=[C:32]([O:35][CH3:36])[C:33]=4[F:34])[C:27]([O:29]C)=[O:28])=[CH:18][N:17]=3)=[CH:11][CH:10]=2)[CH2:3]1.[OH-].[Na+].Cl. The catalyst is CO. The product is [CH3:1][C@H:2]1[NH:7][C@@H:6]([CH3:8])[CH2:5][N:4]([C:9]2[CH:14]=[CH:13][C:12]([NH:15][C:16]3[N:17]=[CH:18][C:19]([CH2:22][CH2:23][C:24]4[CH:25]=[C:26]([CH:31]=[C:32]([O:35][CH3:36])[C:33]=4[F:34])[C:27]([OH:29])=[O:28])=[CH:20][N:21]=3)=[CH:11][CH:10]=2)[CH2:3]1. The yield is 0.412. (5) The reactants are O1[C:6]2C=C[C:9]([CH2:11][NH:12][C:13]3[CH:14]=[C:15]([CH:18]=[CH:19][C:20]=3F)[C:16]#[N:17])=[CH:10][C:5]=2OCC1.NC1C=C(C=CC=1)C#N.[S:31]1C=CC=C1C=O. No catalyst specified. The product is [S:31]1[CH:6]=[CH:5][CH:10]=[C:9]1[CH2:11][NH:12][C:13]1[CH:14]=[C:15]([CH:18]=[CH:19][CH:20]=1)[C:16]#[N:17]. The yield is 0.900. (6) The reactants are [Cl:1][C:2]1[CH:10]=[C:9]2[C:5]([C:6]([C:11](=[O:16])[C:12]([F:15])([F:14])[F:13])=[CH:7][NH:8]2)=[CH:4][CH:3]=1.[H-].[Na+].[CH3:19][N:20]([CH2:22][C:23](Cl)=O)[CH3:21].CN(C=[O:30])C. No catalyst specified. The product is [Cl:1][C:2]1[CH:10]=[C:9]2[C:5]([C:6]([C:11](=[O:16])[C:12]([F:13])([F:14])[F:15])=[CH:7][N:8]2[CH2:23][C:22]([N:20]([CH3:21])[CH3:19])=[O:30])=[CH:4][CH:3]=1. The yield is 0.610. (7) The reactants are Br[C:2]1[CH:23]=[CH:22][C:5]([C:6]([NH:8][C:9]2[C:10](=[O:21])[NH:11][CH:12]=[C:13]([C:15]3[CH:20]=[CH:19][N:18]=[CH:17][CH:16]=3)[CH:14]=2)=[O:7])=[CH:4][CH:3]=1.[NH:24]1[CH2:29][CH2:28][CH2:27][CH2:26][CH2:25]1. The catalyst is CN1C(=O)CCC1. The product is [O:21]=[C:10]1[C:9]([NH:8][C:6](=[O:7])[C:5]2[CH:22]=[CH:23][C:2]([N:24]3[CH2:29][CH2:28][CH2:27][CH2:26][CH2:25]3)=[CH:3][CH:4]=2)=[CH:14][C:13]([C:15]2[CH:20]=[CH:19][N:18]=[CH:17][CH:16]=2)=[CH:12][NH:11]1. The yield is 0.430. (8) The reactants are [F:1][C:2]1[CH:7]=[CH:6][C:5]([C:8]2([CH2:14][OH:15])[CH2:13][CH2:12][CH2:11][CH2:10][CH2:9]2)=[CH:4][CH:3]=1.[OH-].[Na+].Br[CH2:19][C:20]([O:22][C:23]([CH3:26])([CH3:25])[CH3:24])=[O:21]. The catalyst is C1(C)C=CC=CC=1.S([O-])(O)(=O)=O.C([N+](CCCC)(CCCC)CCCC)CCC. The product is [F:1][C:2]1[CH:3]=[CH:4][C:5]([C:8]2([CH2:14][O:15][CH2:19][C:20]([O:22][C:23]([CH3:26])([CH3:25])[CH3:24])=[O:21])[CH2:13][CH2:12][CH2:11][CH2:10][CH2:9]2)=[CH:6][CH:7]=1. The yield is 0.600. (9) The reactants are [CH2:1]([C:9]1[CH:14]=[CH:13][N:12]([C:15]2[CH:20]=[CH:19][C:18]3[C:21]4[CH2:22][NH:23][CH2:24][CH2:25][C:26]=4[O:27][C:17]=3[CH:16]=2)[C:11](=[O:28])[CH:10]=1)[CH2:2][C:3]1[CH:8]=[CH:7][CH:6]=[CH:5][CH:4]=1.[ClH:29].CCOCC. The catalyst is CO. The product is [ClH:29].[CH2:1]([C:9]1[CH:14]=[CH:13][N:12]([C:15]2[CH:20]=[CH:19][C:18]3[C:21]4[CH2:22][NH:23][CH2:24][CH2:25][C:26]=4[O:27][C:17]=3[CH:16]=2)[C:11](=[O:28])[CH:10]=1)[CH2:2][C:3]1[CH:8]=[CH:7][CH:6]=[CH:5][CH:4]=1. The yield is 0.970. (10) The reactants are C(OC([N:6]1[CH2:11][CH2:10][N:9]([S:12](=[O:39])(=[O:38])[NH:13][CH2:14][CH2:15][O:16][C:17]2[CH:26]=[C:25]3[C:20]([CH2:21][CH2:22][N:23]=[C:24]3[C:27]3([C:31]4[CH:36]=[CH:35][C:34]([Cl:37])=[CH:33][CH:32]=4)[CH2:30][CH2:29][CH2:28]3)=[CH:19][CH:18]=2)[CH2:8][CH2:7]1)=O)C.[OH-].[K+].O. The catalyst is C(O)C. The product is [Cl:37][C:34]1[CH:33]=[CH:32][C:31]([C:27]2([C:24]3[C:25]4[C:20](=[CH:19][CH:18]=[C:17]([O:16][CH2:15][CH2:14][NH:13][S:12]([N:9]5[CH2:10][CH2:11][NH:6][CH2:7][CH2:8]5)(=[O:38])=[O:39])[CH:26]=4)[CH2:21][CH2:22][N:23]=3)[CH2:30][CH2:29][CH2:28]2)=[CH:36][CH:35]=1. The yield is 0.610.